Dataset: Forward reaction prediction with 1.9M reactions from USPTO patents (1976-2016). Task: Predict the product of the given reaction. The product is: [Br:12][C:13]1[CH:18]=[CH:17][C:16]([O:19][C:2]2[CH:9]=[CH:8][C:5]([C:6]#[N:7])=[C:4]([O:10][CH3:11])[N:3]=2)=[C:15]([F:20])[C:14]=1[CH:21]1[O:22][CH2:23][CH2:24][O:25]1. Given the reactants Cl[C:2]1[CH:9]=[CH:8][C:5]([C:6]#[N:7])=[C:4]([O:10][CH3:11])[N:3]=1.[Br:12][C:13]1[CH:18]=[CH:17][C:16]([OH:19])=[C:15]([F:20])[C:14]=1[CH:21]1[O:25][CH2:24][CH2:23][O:22]1.C(=O)([O-])[O-].[K+].[K+].CN(C)C=O, predict the reaction product.